Dataset: NCI-60 drug combinations with 297,098 pairs across 59 cell lines. Task: Regression. Given two drug SMILES strings and cell line genomic features, predict the synergy score measuring deviation from expected non-interaction effect. Drug 1: C1=NC(=NC(=O)N1C2C(C(C(O2)CO)O)O)N. Drug 2: CC1=C(C(=CC=C1)Cl)NC(=O)C2=CN=C(S2)NC3=CC(=NC(=N3)C)N4CCN(CC4)CCO. Cell line: SR. Synergy scores: CSS=22.6, Synergy_ZIP=9.42, Synergy_Bliss=15.8, Synergy_Loewe=10.5, Synergy_HSA=10.6.